From a dataset of Reaction yield outcomes from USPTO patents with 853,638 reactions. Predict the reaction yield, written as a fraction of the theoretical maximum amount of product (1.0 means a 100% yield; for example, 0.34 means a 34% yield). The reactants are Cl.[Br:2][C:3]1[CH:4]=[N:5][C:6]([N:11]2[CH2:16][CH2:15][NH:14][CH2:13][C@@H:12]2[CH3:17])=[C:7]([CH:10]=1)[C:8]#[N:9].CC(C)([O-])C.[Na+].Cl[C:25]1[N:30]=[CH:29][C:28]([CH2:31][CH3:32])=[CH:27][N:26]=1. The catalyst is C1(C)C=CC=CC=1.C1C=CC(/C=C/C(/C=C/C2C=CC=CC=2)=O)=CC=1.C1C=CC(/C=C/C(/C=C/C2C=CC=CC=2)=O)=CC=1.C1C=CC(/C=C/C(/C=C/C2C=CC=CC=2)=O)=CC=1.[Pd].[Pd].C1(P(C2C=CC=CC=2)C2C3OC4C(=CC=CC=4P(C4C=CC=CC=4)C4C=CC=CC=4)C(C)(C)C=3C=CC=2)C=CC=CC=1. The product is [Br:2][C:3]1[CH:4]=[N:5][C:6]([N:11]2[CH2:16][CH2:15][N:14]([C:25]3[N:30]=[CH:29][C:28]([CH2:31][CH3:32])=[CH:27][N:26]=3)[CH2:13][C@@H:12]2[CH3:17])=[C:7]([CH:10]=1)[C:8]#[N:9]. The yield is 0.867.